This data is from Peptide-MHC class I binding affinity with 185,985 pairs from IEDB/IMGT. The task is: Regression. Given a peptide amino acid sequence and an MHC pseudo amino acid sequence, predict their binding affinity value. This is MHC class I binding data. (1) The peptide sequence is FSNSGADVLY. The MHC is HLA-A29:02 with pseudo-sequence HLA-A29:02. The binding affinity (normalized) is 0.601. (2) The binding affinity (normalized) is 0.493. The peptide sequence is NMLDDFSAGA. The MHC is HLA-A02:06 with pseudo-sequence HLA-A02:06. (3) The peptide sequence is GPQSNQRSA. The MHC is HLA-B51:01 with pseudo-sequence HLA-B51:01. The binding affinity (normalized) is 0.168. (4) The peptide sequence is DYQGKTVWF. The MHC is HLA-A24:02 with pseudo-sequence HLA-A24:02. The binding affinity (normalized) is 0.387. (5) The peptide sequence is RAAHRRQSV. The MHC is HLA-A26:01 with pseudo-sequence HLA-A26:01. The binding affinity (normalized) is 0.0847. (6) The binding affinity (normalized) is 0.834. The peptide sequence is FENNQITTI. The MHC is HLA-B40:01 with pseudo-sequence HLA-B40:01. (7) The peptide sequence is YSLMSRYQF. The MHC is HLA-B45:06 with pseudo-sequence HLA-B45:06. The binding affinity (normalized) is 0.213. (8) The peptide sequence is TRDHVNLVL. The MHC is HLA-A29:02 with pseudo-sequence HLA-A29:02. The binding affinity (normalized) is 0.0847.